Dataset: Full USPTO retrosynthesis dataset with 1.9M reactions from patents (1976-2016). Task: Predict the reactants needed to synthesize the given product. (1) Given the product [CH2:16]([C:13]1([CH3:34])[CH2:14][C:15]2[N:7]([CH2:6][O:5][CH2:4][CH2:3][Si:2]([CH3:1])([CH3:33])[CH3:32])[N:8]=[C:9]([C:29]([OH:31])=[O:30])[C:10]=2[CH2:11][CH2:12]1)[CH3:20], predict the reactants needed to synthesize it. The reactants are: [CH3:1][Si:2]([CH3:33])([CH3:32])[CH2:3][CH2:4][O:5][CH2:6][N:7]1[C:15]2[CH2:14][CH:13]([C:16]3C=NN(COCC[Si](C)(C)C)[CH:20]=3)[CH2:12][CH2:11][C:10]=2[C:9]([C:29]([OH:31])=[O:30])=[N:8]1.[CH2:34](C1(C)CCC(=O)CC1)C. (2) Given the product [CH3:16][O:15][C:11]1[CH:10]=[CH:9][C:8]([NH:7][C:2]2[S:3][CH:4]=[CH:5][N:6]=2)=[CH:13][C:12]=1[OH:14], predict the reactants needed to synthesize it. The reactants are: Br[C:2]1[S:3][CH:4]=[CH:5][N:6]=1.[NH2:7][C:8]1[CH:9]=[CH:10][C:11]([O:15][CH3:16])=[C:12]([OH:14])[CH:13]=1.Cl. (3) Given the product [CH3:28][N:12]([C:10]1[CH:9]=[CH:8][CH:7]=[C:6]([C:2]2[S:35][CH:5]=[CH:4][CH:3]=2)[N:11]=1)[C:13]1[CH:18]=[CH:17][N:16]=[C:15]([NH:19][CH2:20][CH2:21][C:22]2[CH:27]=[CH:26][CH:25]=[CH:24][CH:23]=2)[N:14]=1, predict the reactants needed to synthesize it. The reactants are: O1[CH:5]=[CH:4][CH:3]=[C:2]1[C:6]1[N:11]=[C:10]([N:12]([CH3:28])[C:13]2[CH:18]=[CH:17][N:16]=[C:15]([NH:19][CH2:20][CH2:21][C:22]3[CH:27]=[CH:26][CH:25]=[CH:24][CH:23]=3)[N:14]=2)[CH:9]=[CH:8][CH:7]=1.C([Sn](CCCC)(CCCC)C1[S:35]C=CC=1)CCC.ClC1N=C(N(C)C2C=CN=C(NCCC3C=CC=CC=3)N=2)C=CC=1. (4) The reactants are: [Cl:1][C:2]1[CH:7]=[C:6]([C:8]([O:10]C)=O)[C:5]([N:12]=[C:13]=[S:14])=[CH:4][C:3]=1[C:15]([O:17]C)=[O:16].[CH3:19][O:20][C:21]1[CH:22]=[CH:23][C:24]([NH2:29])=[N:25][C:26]=1[O:27][CH3:28].[OH-].[Na+]. Given the product [Cl:1][C:2]1[CH:7]=[C:6]2[C:5](=[CH:4][C:3]=1[C:15]([OH:17])=[O:16])[NH:12][C:13](=[S:14])[N:29]([C:24]1[CH:23]=[CH:22][C:21]([O:20][CH3:19])=[C:26]([O:27][CH3:28])[N:25]=1)[C:8]2=[O:10], predict the reactants needed to synthesize it.